Dataset: Peptide-MHC class I binding affinity with 185,985 pairs from IEDB/IMGT. Task: Regression. Given a peptide amino acid sequence and an MHC pseudo amino acid sequence, predict their binding affinity value. This is MHC class I binding data. (1) The peptide sequence is WHQARFEEL. The MHC is HLA-B39:01 with pseudo-sequence HLA-B39:01. The binding affinity (normalized) is 0.733. (2) The peptide sequence is MMFDAMGAL. The MHC is BoLA-HD6 with pseudo-sequence BoLA-HD6. The binding affinity (normalized) is 0.677.